From a dataset of Peptide-MHC class II binding affinity with 134,281 pairs from IEDB. Regression. Given a peptide amino acid sequence and an MHC pseudo amino acid sequence, predict their binding affinity value. This is MHC class II binding data. The peptide sequence is FHKRDMRLLSLAVSS. The MHC is DRB3_0202 with pseudo-sequence DRB3_0202. The binding affinity (normalized) is 0.733.